From a dataset of Catalyst prediction with 721,799 reactions and 888 catalyst types from USPTO. Predict which catalyst facilitates the given reaction. (1) Reactant: [Cl-].[CH3:2][N+:3]1([CH2:8][O:9][CH3:10])[CH2:7][CH2:6][CH2:5][CH2:4]1.[H+].[B-:12]([F:16])([F:15])([F:14])[F:13]. Product: [F:13][B-:12]([F:16])([F:15])[F:14].[CH3:2][N+:3]1([CH2:8][O:9][CH3:10])[CH2:7][CH2:6][CH2:5][CH2:4]1. The catalyst class is: 5. (2) Reactant: Br[C:2]1[CH:3]=[CH:4][C:5]([C:8]#[N:9])=[N:6][CH:7]=1.[SH:10][CH:11]1[CH2:16][CH2:15][N:14]([C:17]([O:19][C:20]([CH3:23])([CH3:22])[CH3:21])=[O:18])[CH2:13][CH2:12]1.C(=O)([O-])[O-].[K+].[K+]. Product: [C:8]([C:5]1[N:6]=[CH:7][C:2]([S:10][CH:11]2[CH2:12][CH2:13][N:14]([C:17]([O:19][C:20]([CH3:23])([CH3:22])[CH3:21])=[O:18])[CH2:15][CH2:16]2)=[CH:3][CH:4]=1)#[N:9]. The catalyst class is: 16. (3) Reactant: [C:1](Cl)(=O)[C:2]([Cl:4])=[O:3].CN(C=O)C.[CH3:12][O:13][CH2:14][C:15]1[CH:20]=C(C(O)=O)[CH:18]=[CH:17][C:16]=1[C:24]1[CH:29]=[CH:28][CH:27]=[CH:26][C:25]=1[CH3:30]. Product: [CH3:12][O:13][CH2:14][C:15]1[CH:20]=[C:1]([C:2]([Cl:4])=[O:3])[CH:18]=[CH:17][C:16]=1[C:24]1[CH:29]=[CH:28][CH:27]=[CH:26][C:25]=1[CH3:30]. The catalyst class is: 2. (4) Reactant: CS(C)=O.C(Cl)(=O)C(Cl)=O.[N:11]1([CH2:16][C:17]([N:19]2[CH2:23][C@H:22]([OH:24])[CH2:21][C@H:20]2[C:25]([NH:27][C:28]2[CH:33]=[CH:32][C:31]([O:34][C:35]3[CH:40]=[CH:39][C:38]([F:41])=[CH:37][CH:36]=3)=[CH:30][CH:29]=2)=[O:26])=[O:18])[CH:15]=[N:14][CH:13]=[N:12]1.C(N(CC)CC)C.[Cl-].[NH4+]. Product: [N:11]1([CH2:16][C:17]([N:19]2[CH2:23][C:22](=[O:24])[CH2:21][C@H:20]2[C:25]([NH:27][C:28]2[CH:29]=[CH:30][C:31]([O:34][C:35]3[CH:36]=[CH:37][C:38]([F:41])=[CH:39][CH:40]=3)=[CH:32][CH:33]=2)=[O:26])=[O:18])[CH:15]=[N:14][CH:13]=[N:12]1. The catalyst class is: 2. (5) Reactant: [F:1][C:2]1[CH:7]=[CH:6][C:5]([C:8]2[CH:9]=[C:10]3[C:15](=[CH:16][CH:17]=2)[CH:14]=[C:13]([S:18]([O-:20])=[O:19])[CH:12]=[CH:11]3)=[CH:4][CH:3]=1.[Na+].Br[C:23]1[CH:28]=[CH:27][CH:26]=[CH:25][C:24]=1[C@@H:29]([OH:31])[CH3:30].N.O. Product: [F:1][C:2]1[CH:7]=[CH:6][C:5]([C:8]2[CH:9]=[C:10]3[C:15](=[CH:16][CH:17]=2)[CH:14]=[C:13]([S:18]([C:23]2[CH:28]=[CH:27][CH:26]=[CH:25][C:24]=2[C@@H:29]([OH:31])[CH3:30])(=[O:20])=[O:19])[CH:12]=[CH:11]3)=[CH:4][CH:3]=1. The catalyst class is: 156. (6) Reactant: [NH2:1][C:2]1[CH:7]=[N:6][C:5]([Br:8])=[CH:4][N:3]=1.N1C=CC=CC=1.[CH3:15][C:16]([CH3:21])([CH3:20])[C:17](Cl)=[O:18]. Product: [Br:8][C:5]1[N:6]=[CH:7][C:2]([NH:1][C:17](=[O:18])[C:16]([CH3:21])([CH3:20])[CH3:15])=[N:3][CH:4]=1. The catalyst class is: 2. (7) Product: [Br:1][C:2]1[N:3]=[C:4]([NH:16][CH:13]([CH3:15])[CH3:14])[C:5]2[N:6]([C:8]([CH3:11])=[N:9][N:10]=2)[CH:7]=1. Reactant: [Br:1][C:2]1[N:3]=[C:4](Cl)[C:5]2[N:6]([C:8]([CH3:11])=[N:9][N:10]=2)[CH:7]=1.[CH:13]([NH2:16])([CH3:15])[CH3:14]. The catalyst class is: 179. (8) The catalyst class is: 23. Product: [I:30][C:10]1[C:9]([O:8][C@H:5]2[CH2:4][CH2:3][C@@H:2]([CH3:1])[CH2:7][CH2:6]2)=[CH:18][CH:17]=[C:16]2[C:11]=1[CH:12]=[CH:13][CH:14]=[C:15]2[C:19]([O:21][CH3:22])=[O:20]. Reactant: [CH3:1][C@@H:2]1[CH2:7][CH2:6][C@H:5]([O:8][C:9]2[CH:10]=[C:11]3[C:16](=[CH:17][CH:18]=2)[C:15]([C:19]([O:21][CH3:22])=[O:20])=[CH:14][CH:13]=[CH:12]3)[CH2:4][CH2:3]1.C1C(=O)N([I:30])C(=O)C1.C(O)(C(F)(F)F)=O. (9) Reactant: [C:1]([O:5][C:6]([NH:8][C@H:9]([C:30]([O:32][CH3:33])=[O:31])[CH2:10][C:11]1[CH:16]=[CH:15][C:14]([CH2:17][CH2:18][CH2:19][C:20]2[CH:29]=[CH:28][C:27]3[C:22](=[N:23][CH:24]=[CH:25][CH:26]=3)[N:21]=2)=[CH:13][N:12]=1)=[O:7])([CH3:4])([CH3:3])[CH3:2]. Product: [C:1]([O:5][C:6]([NH:8][C@H:9]([C:30]([O:32][CH3:33])=[O:31])[CH2:10][C:11]1[CH:16]=[CH:15][C:14]([CH2:17][CH2:18][CH2:19][C:20]2[CH:29]=[CH:28][C:27]3[CH2:26][CH2:25][CH2:24][NH:23][C:22]=3[N:21]=2)=[CH:13][N:12]=1)=[O:7])([CH3:4])([CH3:3])[CH3:2]. The catalyst class is: 29.